This data is from NCI-60 drug combinations with 297,098 pairs across 59 cell lines. The task is: Regression. Given two drug SMILES strings and cell line genomic features, predict the synergy score measuring deviation from expected non-interaction effect. (1) Drug 1: CC1=C(C(=O)C2=C(C1=O)N3CC4C(C3(C2COC(=O)N)OC)N4)N. Cell line: NCI/ADR-RES. Synergy scores: CSS=12.5, Synergy_ZIP=-1.28, Synergy_Bliss=3.15, Synergy_Loewe=-12.5, Synergy_HSA=-0.0625. Drug 2: B(C(CC(C)C)NC(=O)C(CC1=CC=CC=C1)NC(=O)C2=NC=CN=C2)(O)O. (2) Drug 1: CC(CN1CC(=O)NC(=O)C1)N2CC(=O)NC(=O)C2. Drug 2: C1=C(C(=O)NC(=O)N1)F. Cell line: EKVX. Synergy scores: CSS=44.7, Synergy_ZIP=7.31, Synergy_Bliss=7.40, Synergy_Loewe=10.1, Synergy_HSA=11.8. (3) Drug 1: CN(CC1=CN=C2C(=N1)C(=NC(=N2)N)N)C3=CC=C(C=C3)C(=O)NC(CCC(=O)O)C(=O)O. Drug 2: CC1CCCC2(C(O2)CC(NC(=O)CC(C(C(=O)C(C1O)C)(C)C)O)C(=CC3=CSC(=N3)C)C)C. Cell line: NCIH23. Synergy scores: CSS=45.4, Synergy_ZIP=-4.50, Synergy_Bliss=-4.21, Synergy_Loewe=-2.66, Synergy_HSA=0.707. (4) Drug 1: CC12CCC(CC1=CCC3C2CCC4(C3CC=C4C5=CN=CC=C5)C)O. Drug 2: CCCCC(=O)OCC(=O)C1(CC(C2=C(C1)C(=C3C(=C2O)C(=O)C4=C(C3=O)C=CC=C4OC)O)OC5CC(C(C(O5)C)O)NC(=O)C(F)(F)F)O. Cell line: SN12C. Synergy scores: CSS=3.98, Synergy_ZIP=-1.68, Synergy_Bliss=-1.25, Synergy_Loewe=-1.14, Synergy_HSA=-0.382. (5) Drug 1: CS(=O)(=O)C1=CC(=C(C=C1)C(=O)NC2=CC(=C(C=C2)Cl)C3=CC=CC=N3)Cl. Drug 2: CCC1(CC2CC(C3=C(CCN(C2)C1)C4=CC=CC=C4N3)(C5=C(C=C6C(=C5)C78CCN9C7C(C=CC9)(C(C(C8N6C=O)(C(=O)OC)O)OC(=O)C)CC)OC)C(=O)OC)O.OS(=O)(=O)O. Cell line: HS 578T. Synergy scores: CSS=46.1, Synergy_ZIP=7.70, Synergy_Bliss=7.87, Synergy_Loewe=-23.9, Synergy_HSA=2.57.